Task: Predict the reactants needed to synthesize the given product.. Dataset: Full USPTO retrosynthesis dataset with 1.9M reactions from patents (1976-2016) Given the product [Br:1][C:2]1[CH:3]=[CH:4][C:5]([C:8]2[N:13]=[C:12]3[CH:14]=[C:15]([Cl:17])[N:16]([CH2:22][O:23][CH2:24][CH2:25][Si:26]([CH3:29])([CH3:28])[CH3:27])[C:11]3=[CH:10][C:9]=2[Cl:18])=[CH:6][CH:7]=1, predict the reactants needed to synthesize it. The reactants are: [Br:1][C:2]1[CH:7]=[CH:6][C:5]([C:8]2[N:13]=[C:12]3[CH:14]=[C:15]([Cl:17])[NH:16][C:11]3=[CH:10][C:9]=2[Cl:18])=[CH:4][CH:3]=1.[H-].[Na+].Cl[CH2:22][O:23][CH2:24][CH2:25][Si:26]([CH3:29])([CH3:28])[CH3:27].